From a dataset of Full USPTO retrosynthesis dataset with 1.9M reactions from patents (1976-2016). Predict the reactants needed to synthesize the given product. (1) Given the product [CH:2]([O:5][C:6]1[CH:11]=[CH:10][C:9]([C:12]([N:14]2[CH2:19][CH2:18][C:17]3([O:24][CH:23]([C:25]4[O:26][C:27]([CH3:30])=[CH:28][N:29]=4)[CH2:22][N:21]([CH2:38][C:39]([F:42])([F:41])[F:40])[CH2:20]3)[CH2:16][CH2:15]2)=[O:13])=[CH:8][C:7]=1[CH3:31])([CH3:4])[CH3:3], predict the reactants needed to synthesize it. The reactants are: Cl.[CH:2]([O:5][C:6]1[CH:11]=[CH:10][C:9]([C:12]([N:14]2[CH2:19][CH2:18][C:17]3([O:24][CH:23]([C:25]4[O:26][C:27]([CH3:30])=[CH:28][N:29]=4)[CH2:22][NH:21][CH2:20]3)[CH2:16][CH2:15]2)=[O:13])=[CH:8][C:7]=1[CH3:31])([CH3:4])[CH3:3].FC(F)(F)S(O[CH2:38][C:39]([F:42])([F:41])[F:40])(=O)=O.C([O-])(O)=O.[Na+]. (2) Given the product [Br:1][C:2]1[CH:3]=[C:4]([CH:9]=[CH:10][CH:11]=1)[O:5][CH2:6][CH2:7][NH:26][CH2:25][CH2:24][NH2:27], predict the reactants needed to synthesize it. The reactants are: [Br:1][C:2]1[CH:3]=[C:4]([CH:9]=[CH:10][CH:11]=1)[O:5][CH2:6][CH2:7]O.CN1CCOCC1.CS(Cl)(=O)=O.[CH2:24]([NH2:27])[CH2:25][NH2:26].